Dataset: Forward reaction prediction with 1.9M reactions from USPTO patents (1976-2016). Task: Predict the product of the given reaction. (1) Given the reactants Cl[C:2]1[N:7]=[C:6]([NH:8][CH2:9][CH2:10][NH:11][C:12]2[CH:17]=[CH:16][C:15]([C:18]#[N:19])=[CH:14][N:13]=2)[N:5]2[CH:20]=[C:21]([C:23]([O:25]CC)=[O:24])[N:22]=[C:4]2[CH:3]=1.[F:28][C:29]([F:40])([F:39])[C:30]1[CH:35]=[CH:34][C:33](B(O)O)=[CH:32][CH:31]=1, predict the reaction product. The product is: [C:18]([C:15]1[CH:16]=[CH:17][C:12]([NH:11][CH2:10][CH2:9][NH:8][C:6]2[N:5]3[CH:20]=[C:21]([C:23]([OH:25])=[O:24])[N:22]=[C:4]3[CH:3]=[C:2]([C:33]3[CH:34]=[CH:35][C:30]([C:29]([F:40])([F:39])[F:28])=[CH:31][CH:32]=3)[N:7]=2)=[N:13][CH:14]=1)#[N:19]. (2) Given the reactants Cl[CH2:2][C:3]1[CH:4]=[C:5]([CH:8]=[CH:9][CH:10]=1)[CH:6]=[O:7].C(=O)([O-])[O-].[K+].[K+].[F:17][C:18]([F:29])([F:28])[O:19][C:20]1[CH:27]=[CH:26][C:23]([CH2:24][SH:25])=[CH:22][CH:21]=1, predict the reaction product. The product is: [F:17][C:18]([F:28])([F:29])[O:19][C:20]1[CH:27]=[CH:26][C:23]([CH2:24][S:25][CH2:2][C:3]2[CH:4]=[C:5]([CH:8]=[CH:9][CH:10]=2)[CH:6]=[O:7])=[CH:22][CH:21]=1. (3) Given the reactants [Si:1](Cl)([C:4]([CH3:7])([CH3:6])[CH3:5])([CH3:3])[CH3:2].C(N(CC)CC)C.[F:16][C:17]([F:32])([F:31])[C:18]([C:24]1[CH:29]=[CH:28][C:27]([I:30])=[CH:26][CH:25]=1)([OH:23])[C:19]([F:22])([F:21])[F:20], predict the reaction product. The product is: [C:4]([Si:1]([O:23][C:18]([C:24]1[CH:25]=[CH:26][C:27]([I:30])=[CH:28][CH:29]=1)([C:17]([F:16])([F:31])[F:32])[C:19]([F:22])([F:21])[F:20])([CH3:3])[CH3:2])([CH3:7])([CH3:6])[CH3:5]. (4) Given the reactants O[CH2:2][C:3]1[CH:8]=[CH:7][C:6]([C:9]2[CH:10]([CH3:22])[CH2:11][N:12]([C:15]([O:17][C:18]([CH3:21])([CH3:20])[CH3:19])=[O:16])[CH2:13][CH:14]=2)=[CH:5][N:4]=1.[F:23][C:24]1[CH:25]=[C:26]([N+:33]([O-:35])=[O:34])[CH:27]=[C:28]2[C:32]=1[NH:31][CH:30]=[CH:29]2, predict the reaction product. The product is: [F:23][C:24]1[CH:25]=[C:26]([N+:33]([O-:35])=[O:34])[CH:27]=[C:28]2[C:32]=1[N:31]([CH2:2][C:3]1[CH:8]=[CH:7][C:6]([C:9]3[CH:10]([CH3:22])[CH2:11][N:12]([C:15]([O:17][C:18]([CH3:21])([CH3:20])[CH3:19])=[O:16])[CH2:13][CH:14]=3)=[CH:5][N:4]=1)[CH:30]=[CH:29]2. (5) Given the reactants Br[C:2]1[CH:3]=[C:4]([C:8]([N:10]=[S:11]([CH2:19][C:20]([O:22][CH2:23][CH3:24])=[O:21])([C:13]2[CH:18]=[CH:17][CH:16]=[CH:15][CH:14]=2)=[O:12])=[O:9])[CH:5]=[N:6][CH:7]=1.[OH:25][C:26]1[CH:27]=[C:28]([C:32]#[CH:33])[CH:29]=[CH:30][CH:31]=1.C(N(CC)CC)C, predict the reaction product. The product is: [OH:25][C:26]1[CH:27]=[C:28]([C:32]#[C:33][C:2]2[CH:3]=[C:4]([C:8]([N:10]=[S@:11]([CH2:19][C:20]([O:22][CH2:23][CH3:24])=[O:21])([C:13]3[CH:18]=[CH:17][CH:16]=[CH:15][CH:14]=3)=[O:12])=[O:9])[CH:5]=[N:6][CH:7]=2)[CH:29]=[CH:30][CH:31]=1. (6) Given the reactants C[Si]([N-][Si](C)(C)C)(C)C.[Li+].[F:11][C:12]1[CH:17]=[CH:16][C:15]([C@@H:18]2[O:22][C:21](=[O:23])[CH2:20][CH2:19]2)=[CH:14][CH:13]=1.Br[CH2:25][CH:26]=[CH:27][CH3:28].[NH4+].[Cl-], predict the reaction product. The product is: [CH2:25]([C@H:20]1[CH2:19][C@H:18]([C:15]2[CH:14]=[CH:13][C:12]([F:11])=[CH:17][CH:16]=2)[O:22][C:21]1=[O:23])/[CH:26]=[CH:27]/[CH3:28]. (7) Given the reactants [NH2:1][C:2]1[C:3](=[O:35])[NH:4][C:5]2[C:10]([N:11]=1)=[C:9]([O:12][C:13]1[CH:18]=[C:17]([C:19]3[CH:24]=[CH:23][C:22]([C:25]([F:28])([F:27])[F:26])=[CH:21][CH:20]=3)[N:16]=[C:15]([N:29]3[CH2:34][CH2:33][NH:32][CH2:31][CH2:30]3)[N:14]=1)[CH:8]=[CH:7][CH:6]=2.[CH:36](=O)[CH:37]([CH3:39])[CH3:38], predict the reaction product. The product is: [NH2:1][C:2]1[C:3](=[O:35])[NH:4][C:5]2[C:10]([N:11]=1)=[C:9]([O:12][C:13]1[CH:18]=[C:17]([C:19]3[CH:24]=[CH:23][C:22]([C:25]([F:28])([F:27])[F:26])=[CH:21][CH:20]=3)[N:16]=[C:15]([N:29]3[CH2:34][CH2:33][N:32]([CH2:36][CH:37]([CH3:39])[CH3:38])[CH2:31][CH2:30]3)[N:14]=1)[CH:8]=[CH:7][CH:6]=2. (8) The product is: [CH3:33][S:30]([O:20][CH2:19][CH2:18][C:15]1[CH:14]=[CH:13][C:12]([O:11][CH2:10][CH2:9][CH2:8][N:1]2[CH2:7][CH2:6][CH2:5][CH2:4][CH2:3][CH2:2]2)=[CH:17][CH:16]=1)(=[O:32])=[O:31]. Given the reactants [N:1]1([CH2:8][CH2:9][CH2:10][O:11][C:12]2[CH:17]=[CH:16][C:15]([CH2:18][CH2:19][OH:20])=[CH:14][CH:13]=2)[CH2:7][CH2:6][CH2:5][CH2:4][CH2:3][CH2:2]1.CCN(C(C)C)C(C)C.[S:30](Cl)([CH3:33])(=[O:32])=[O:31].C(=O)([O-])O.[Na+], predict the reaction product.